Dataset: Full USPTO retrosynthesis dataset with 1.9M reactions from patents (1976-2016). Task: Predict the reactants needed to synthesize the given product. (1) Given the product [Cl:1][C:2]1[CH:24]=[CH:23][C:5]2[N:6]=[C:7]([NH:9][C:10]3[N:14]([CH3:15])[C:13]4[CH:16]=[CH:17][C:18]([C:20]([N:28]5[CH2:29][CH2:30][N:25]([CH2:31][CH2:32][OH:33])[CH2:26][CH2:27]5)=[O:22])=[CH:19][C:12]=4[N:11]=3)[S:8][C:4]=2[CH:3]=1, predict the reactants needed to synthesize it. The reactants are: [Cl:1][C:2]1[CH:24]=[CH:23][C:5]2[N:6]=[C:7]([NH:9][C:10]3[N:14]([CH3:15])[C:13]4[CH:16]=[CH:17][C:18]([C:20]([OH:22])=O)=[CH:19][C:12]=4[N:11]=3)[S:8][C:4]=2[CH:3]=1.[N:25]1([CH2:31][CH2:32][OH:33])[CH2:30][CH2:29][NH:28][CH2:27][CH2:26]1.CN(C(ON1N=NC2C=CC=CC1=2)=[N+](C)C)C.F[P-](F)(F)(F)(F)F.CCN(C(C)C)C(C)C. (2) Given the product [N:1]1([C:7]2[N:8]=[C:9]([CH2:14][C:15]([NH:26][C:25]3[CH:27]=[CH:28][CH:29]=[C:23]([O:22][CH:19]([CH3:21])[CH3:20])[CH:24]=3)=[O:17])[NH:10][C:11](=[O:13])[CH:12]=2)[CH2:2][CH2:3][O:4][CH2:5][CH2:6]1, predict the reactants needed to synthesize it. The reactants are: [N:1]1([C:7]2[N:8]=[C:9]([CH2:14][C:15]([O-:17])=O)[NH:10][C:11](=[O:13])[CH:12]=2)[CH2:6][CH2:5][O:4][CH2:3][CH2:2]1.[Na+].[CH:19]([O:22][C:23]1[CH:24]=[C:25]([CH:27]=[CH:28][CH:29]=1)[NH2:26])([CH3:21])[CH3:20]. (3) Given the product [O:17]=[C:16]([NH:18][N:19]1[CH:23]=[CH:22][CH:21]=[C:20]1[C:24](=[O:25])[NH:4][CH2:3][C:2]([F:6])([F:5])[F:1])[C@@H:15]([NH:14][C:12](=[O:13])[O:11][C:7]([CH3:10])([CH3:9])[CH3:8])[CH3:28], predict the reactants needed to synthesize it. The reactants are: [F:1][C:2]([F:6])([F:5])[CH2:3][NH2:4].[C:7]([O:11][C:12]([NH:14][C@@H:15]([CH3:28])[C:16]([NH:18][N:19]1[CH:23]=[CH:22][CH:21]=[C:20]1[C:24](OC)=[O:25])=[O:17])=[O:13])([CH3:10])([CH3:9])[CH3:8].C[Al](C)C.C(C(C(C([O-])=O)O)O)([O-])=O.[Na+].[Na+]. (4) Given the product [CH2:1]([O:3][C:4]([C:6]1[C:7]2[CH:18]=[CH:17][C:16]([CH2:20][CH2:21][CH2:22][CH3:23])=[C:15]([OH:24])[C:8]=2[S:9][C:10]=1[NH:11][C:12](=[O:14])[CH3:13])=[O:5])[CH3:2], predict the reactants needed to synthesize it. The reactants are: [CH2:1]([O:3][C:4]([C:6]1[C:7]2[CH2:18][CH2:17][C:16]([CH2:20][CH2:21][CH2:22][CH3:23])(Br)[C:15](=[O:24])[C:8]=2[S:9][C:10]=1[NH:11][C:12](=[O:14])[CH3:13])=[O:5])[CH3:2].[Li+].[Br-]. (5) Given the product [Br:1][C:2]1[CH:9]=[CH:8][C:5]([CH2:6][NH:13][CH2:12][C:11]([F:15])([F:14])[F:10])=[CH:4][CH:3]=1, predict the reactants needed to synthesize it. The reactants are: [Br:1][C:2]1[CH:9]=[CH:8][C:5]([CH2:6]Br)=[CH:4][CH:3]=1.[F:10][C:11]([F:15])([F:14])[CH2:12][NH2:13].C([O-])([O-])=O.[Cs+].[Cs+]. (6) Given the product [OH:8][C:9]1[CH:28]=[CH:27][C:12]([C:13]([NH:15][C:16]2[S:17][C:18]([C:21]3[CH:22]=[CH:23][CH:24]=[CH:25][CH:26]=3)=[N:19][N:20]=2)=[O:14])=[CH:11][C:10]=1[NH:29][C:30]([C:32]1([N:35]2[CH2:36][CH2:37][O:38][CH2:39][CH2:40]2)[CH2:33][CH2:34]1)=[O:31], predict the reactants needed to synthesize it. The reactants are: C([O:8][C:9]1[CH:28]=[CH:27][C:12]([C:13]([NH:15][C:16]2[S:17][C:18]([C:21]3[CH:26]=[CH:25][CH:24]=[CH:23][CH:22]=3)=[N:19][N:20]=2)=[O:14])=[CH:11][C:10]=1[NH:29][C:30]([C:32]1([N:35]2[CH2:40][CH2:39][O:38][CH2:37][CH2:36]2)[CH2:34][CH2:33]1)=[O:31])C1C=CC=CC=1.C1COCC1. (7) Given the product [F:39][C:23]1[CH:24]=[CH:25][C:26]([C:28]([NH:30][C:31]2[CH:36]=[C:35]([CH3:37])[CH:34]=[CH:33][C:32]=2[F:38])=[O:29])=[CH:27][C:22]=1[O:21][C:19]1[CH:18]=[CH:17][N:16]=[C:15]([C:13]2[NH:12][CH:11]=[C:10]([C:8]([NH:7][CH2:6][CH2:5][CH:4]=[O:3])=[O:9])[CH:14]=2)[CH:20]=1, predict the reactants needed to synthesize it. The reactants are: C([O:3][CH:4](OCC)[CH2:5][CH2:6][NH:7][C:8]([C:10]1[CH:14]=[C:13]([C:15]2[CH:20]=[C:19]([O:21][C:22]3[CH:27]=[C:26]([C:28]([NH:30][C:31]4[CH:36]=[C:35]([CH3:37])[CH:34]=[CH:33][C:32]=4[F:38])=[O:29])[CH:25]=[CH:24][C:23]=3[F:39])[CH:18]=[CH:17][N:16]=2)[NH:12][CH:11]=1)=[O:9])C.Cl.O.